From a dataset of Full USPTO retrosynthesis dataset with 1.9M reactions from patents (1976-2016). Predict the reactants needed to synthesize the given product. Given the product [CH2:1]([C:2]1[N:6]2[C:7]([C:24]3[CH:25]=[N:26][NH:27][CH:28]=3)=[CH:8][N:9]=[C:10]([NH:11][C:12]3[CH:17]=[CH:16][C:15]([N:18]4[CH2:23][CH2:22][O:21][CH2:20][CH2:19]4)=[CH:14][CH:13]=3)[C:5]2=[N:4][CH:3]=1)[CH3:29], predict the reactants needed to synthesize it. The reactants are: [CH3:1][C:2]1[N:6]2[C:7]([C:24]3[CH:25]=[N:26][NH:27][CH:28]=3)=[CH:8][N:9]=[C:10]([NH:11][C:12]3[CH:17]=[CH:16][C:15]([N:18]4[CH2:23][CH2:22][O:21][CH2:20][CH2:19]4)=[CH:14][CH:13]=3)[C:5]2=[N:4][CH:3]=1.[CH:29](=O)CCC.